From a dataset of Merck oncology drug combination screen with 23,052 pairs across 39 cell lines. Regression. Given two drug SMILES strings and cell line genomic features, predict the synergy score measuring deviation from expected non-interaction effect. (1) Drug 1: NC1(c2ccc(-c3nc4ccn5c(=O)[nH]nc5c4cc3-c3ccccc3)cc2)CCC1. Drug 2: Cn1cc(-c2cnn3c(N)c(Br)c(C4CCCNC4)nc23)cn1. Cell line: UWB1289. Synergy scores: synergy=-12.9. (2) Drug 2: CCC1(O)C(=O)OCc2c1cc1n(c2=O)Cc2cc3c(CN(C)C)c(O)ccc3nc2-1. Cell line: LOVO. Drug 1: C#Cc1cccc(Nc2ncnc3cc(OCCOC)c(OCCOC)cc23)c1. Synergy scores: synergy=32.1. (3) Drug 1: CS(=O)(=O)CCNCc1ccc(-c2ccc3ncnc(Nc4ccc(OCc5cccc(F)c5)c(Cl)c4)c3c2)o1. Drug 2: CCc1cnn2c(NCc3ccc[n+]([O-])c3)cc(N3CCCCC3CCO)nc12. Cell line: NCIH2122. Synergy scores: synergy=19.0. (4) Drug 1: CC(C)CC(NC(=O)C(Cc1ccccc1)NC(=O)c1cnccn1)B(O)O. Drug 2: CC1(c2nc3c(C(N)=O)cccc3[nH]2)CCCN1. Cell line: A427. Synergy scores: synergy=-4.92. (5) Drug 1: COC12C(COC(N)=O)C3=C(C(=O)C(C)=C(N)C3=O)N1CC1NC12. Drug 2: O=C(CCCCCCC(=O)Nc1ccccc1)NO. Cell line: HCT116. Synergy scores: synergy=-8.78. (6) Cell line: NCIH460. Drug 2: CNC(=O)c1cc(Oc2ccc(NC(=O)Nc3ccc(Cl)c(C(F)(F)F)c3)cc2)ccn1. Drug 1: Nc1ccn(C2OC(CO)C(O)C2(F)F)c(=O)n1. Synergy scores: synergy=-9.00. (7) Drug 1: CCN(CC)CCNC(=O)c1c(C)[nH]c(C=C2C(=O)Nc3ccc(F)cc32)c1C. Drug 2: COC1=C2CC(C)CC(OC)C(O)C(C)C=C(C)C(OC(N)=O)C(OC)C=CC=C(C)C(=O)NC(=CC1=O)C2=O. Cell line: ZR751. Synergy scores: synergy=-15.7. (8) Synergy scores: synergy=-29.4. Drug 1: CN(Cc1cnc2nc(N)nc(N)c2n1)c1ccc(C(=O)NC(CCC(=O)O)C(=O)O)cc1. Drug 2: O=C(O)C1(Cc2cccc(Nc3nccs3)n2)CCC(Oc2cccc(Cl)c2F)CC1. Cell line: LNCAP.